From a dataset of Reaction yield outcomes from USPTO patents with 853,638 reactions. Predict the reaction yield, written as a fraction of the theoretical maximum amount of product (1.0 means a 100% yield; for example, 0.34 means a 34% yield). (1) The reactants are [Br:1][C:2]1[CH:14]=[CH:13][C:12]2[C:11]3[C:6](=[CH:7][C:8]([Br:15])=[CH:9][CH:10]=3)[NH:5][C:4]=2[CH:3]=1.[O:16]1[CH2:21][CH2:20][CH:19](O)[CH2:18][CH2:17]1.C(P(CCCC)(CCCC)=CC#N)CCC. The catalyst is C1(C)C=CC=CC=1. The product is [Br:1][C:2]1[CH:14]=[CH:13][C:12]2[C:11]3[C:6](=[CH:7][C:8]([Br:15])=[CH:9][CH:10]=3)[N:5]([CH:19]3[CH2:20][CH2:21][O:16][CH2:17][CH2:18]3)[C:4]=2[CH:3]=1. The yield is 0.300. (2) The yield is 0.990. The catalyst is CN(C)C=O. The reactants are [F:1][C:2]1[CH:3]=[C:4]([CH:22]=[CH:23][CH:24]=1)[CH2:5][O:6][C:7]1[CH:8]=[C:9]([CH2:13][CH2:14][NH:15][CH2:16][C:17]2[O:18][CH:19]=[CH:20][CH:21]=2)[CH:10]=[CH:11][CH:12]=1.Cl[CH2:26][C:27]([NH2:29])=[O:28].C(N(CC)CC)C. The product is [F:1][C:2]1[CH:3]=[C:4]([CH:22]=[CH:23][CH:24]=1)[CH2:5][O:6][C:7]1[CH:8]=[C:9]([CH2:13][CH2:14][N:15]([CH2:16][C:17]2[O:18][CH:19]=[CH:20][CH:21]=2)[CH2:26][C:27]([NH2:29])=[O:28])[CH:10]=[CH:11][CH:12]=1. (3) The reactants are C([O:8][C:9]1[CH:16]=[C:15]([N:17]2[CH:21]=[CH:20][CH:19]=[N:18]2)[CH:14]=[CH:13][C:10]=1[C:11]#[N:12])C1C=CC=CC=1.C([O-])=O.[NH4+]. The catalyst is C1COCC1.[Pd]. The product is [OH:8][C:9]1[CH:16]=[C:15]([N:17]2[CH:21]=[CH:20][CH:19]=[N:18]2)[CH:14]=[CH:13][C:10]=1[C:11]#[N:12]. The yield is 0.571. (4) The reactants are [CH3:1][C:2]1[C:11]2[C:6](=[CH:7][C:8]([C:12]([F:15])([F:14])[F:13])=[CH:9][CH:10]=2)[C:5](=[O:16])[N:4]([CH2:17][CH2:18][CH3:19])[C:3]=1[C:20]([OH:22])=O.CN(C(ON1N=NC2C=CC=NC1=2)=[N+](C)C)C.F[P-](F)(F)(F)(F)F.CCN(C(C)C)C(C)C.[F:56][C:57]1[CH:58]=[C:59]([CH:62]=[CH:63][CH:64]=1)[CH2:60][NH2:61]. The catalyst is C(Cl)Cl. The product is [F:56][C:57]1[CH:58]=[C:59]([CH:62]=[CH:63][CH:64]=1)[CH2:60][NH:61][C:20]([C:3]1[N:4]([CH2:17][CH2:18][CH3:19])[C:5](=[O:16])[C:6]2[C:11]([C:2]=1[CH3:1])=[CH:10][CH:9]=[C:8]([C:12]([F:13])([F:15])[F:14])[CH:7]=2)=[O:22]. The yield is 0.250. (5) The yield is 0.900. The product is [CH3:1][O:2][C:3]1[CH:4]=[C:5]([CH2:11][C:12]([N:15]2[CH2:20][CH2:19][CH:18]([CH2:21][CH2:22][OH:23])[CH2:17][CH2:16]2)=[O:14])[CH:6]=[CH:7][C:8]=1[O:9][CH3:10]. The reactants are [CH3:1][O:2][C:3]1[CH:4]=[C:5]([CH2:11][C:12]([OH:14])=O)[CH:6]=[CH:7][C:8]=1[O:9][CH3:10].[NH:15]1[CH2:20][CH2:19][CH:18]([CH2:21][CH2:22][OH:23])[CH2:17][CH2:16]1.Cl.CN(C)CCCN=C=NCC. The catalyst is ClCCl. (6) The reactants are C(O)(C(F)(F)F)=O.[Br:8][C:9]1[C:10]([N:36]2[CH2:41][CH2:40][CH2:39][C@@H:38]([N:42](C(OC(C)(C)C)=O)[CH3:43])[CH2:37]2)=[C:11]2[C:17]([NH:18][C:19]([C:21]3[CH:26]=[CH:25][C:24](=[O:27])[N:23]([CH3:28])[CH:22]=3)=[O:20])=[CH:16][N:15](C(OC(C)(C)C)=O)[C:12]2=[N:13][CH:14]=1.C(Cl)[Cl:52]. No catalyst specified. The product is [ClH:52].[Br:8][C:9]1[C:10]([N:36]2[CH2:41][CH2:40][CH2:39][C@@H:38]([NH:42][CH3:43])[CH2:37]2)=[C:11]2[C:17]([NH:18][C:19]([C:21]3[CH:26]=[CH:25][C:24](=[O:27])[N:23]([CH3:28])[CH:22]=3)=[O:20])=[CH:16][NH:15][C:12]2=[N:13][CH:14]=1. The yield is 0.910. (7) The reactants are [NH:1]1[CH2:6][CH2:5][O:4][CH2:3][C@H:2]1[CH2:7][OH:8].[Cl:9][CH2:10][CH:11]1[CH2:13]O1. No catalyst specified. The product is [Cl:9][CH2:10][CH:11]1[O:8][CH2:7][CH:2]2[CH2:3][O:4][CH2:5][CH2:6][N:1]2[CH2:13]1. The yield is 0.350. (8) The reactants are [OH:1][C:2]1[N:7]=[C:6]([N:8]2[CH2:13][CH2:12][N:11]([C:14]([O:16][C:17]([CH3:20])([CH3:19])[CH3:18])=[O:15])[CH2:10][CH2:9]2)[CH:5]=[CH:4][CH:3]=1.[Mg+2].[Cl-].[Cl-].C(N(CC)CC)C.[CH2:31]=[O:32]. The catalyst is CC#N.CCOC(C)=O. The product is [CH:31]([C:3]1[CH:4]=[CH:5][C:6]([N:8]2[CH2:13][CH2:12][N:11]([C:14]([O:16][C:17]([CH3:20])([CH3:19])[CH3:18])=[O:15])[CH2:10][CH2:9]2)=[N:7][C:2]=1[OH:1])=[O:32]. The yield is 0.390. (9) The reactants are CCN=C=NCCCN(C)C.C1C=C2N=NN(O)C2=CC=1.O.[C:23]([NH2:32])([C:26]1[CH:31]=[CH:30][CH:29]=[CH:28][CH:27]=1)([CH3:25])[CH3:24].[CH3:33][O:34][CH2:35][O:36][C:37]1[CH:38]=[C:39]([CH:43]=[CH:44][C:45]=1[CH3:46])[C:40](O)=[O:41]. The catalyst is CN(C=O)C. The product is [CH3:33][O:34][CH2:35][O:36][C:37]1[CH:38]=[C:39]([CH:43]=[CH:44][C:45]=1[CH3:46])[C:40]([NH:32][C:23]([CH3:25])([C:26]1[CH:31]=[CH:30][CH:29]=[CH:28][CH:27]=1)[CH3:24])=[O:41]. The yield is 0.830. (10) The reactants are [Cl:1][C:2]1[CH2:3][C:4]([NH:11][C@H:12]([C@@H:16]([OH:18])[CH3:17])[C:13]([OH:15])=O)(C)[CH:5]=[CH:6][C:7]=1[C:8]#[N:9].[F:19][C:20]1[CH:21]=[C:22]([CH:27]=[CH:28][CH:29]=1)[C:23]([NH:25][NH2:26])=[O:24].O[C:31]1C2N=NNC=2C=CC=1.Cl.CN(C)CCCN=C=NCC. The catalyst is C1COCC1. The product is [Cl:1][C:2]1[C:3]([CH3:31])=[C:4]([NH:11][C@H:12]([C@@H:16]([OH:18])[CH3:17])[C:13]([NH:26][NH:25][C:23](=[O:24])[C:22]2[CH:27]=[CH:28][CH:29]=[C:20]([F:19])[CH:21]=2)=[O:15])[CH:5]=[CH:6][C:7]=1[C:8]#[N:9]. The yield is 0.910.